This data is from Catalyst prediction with 721,799 reactions and 888 catalyst types from USPTO. The task is: Predict which catalyst facilitates the given reaction. (1) Reactant: [CH3:1][C@H:2]1[CH2:7][CH2:6][CH2:5][CH2:4][N:3]1[C:8]1[C:9](=[O:22])[NH:10][C:11]2[C:16]([N:17]=1)=[CH:15][C:14]([C:18]([O:20][CH3:21])=[O:19])=[CH:13][CH:12]=2.N1C=CC=CC=1.[O:29](S(C(F)(F)F)(=O)=O)[S:30]([C:33]([F:36])([F:35])[F:34])(=O)=[O:31]. Product: [CH3:1][C@H:2]1[CH2:7][CH2:6][CH2:5][CH2:4][N:3]1[C:8]1[C:9]([O:22][S:30]([C:33]([F:36])([F:35])[F:34])(=[O:31])=[O:29])=[N:10][C:11]2[C:16]([N:17]=1)=[CH:15][C:14]([C:18]([O:20][CH3:21])=[O:19])=[CH:13][CH:12]=2. The catalyst class is: 4. (2) Reactant: [Br:1][CH2:2][CH2:3][CH2:4][CH2:5][CH2:6][CH2:7][CH2:8][CH2:9][CH2:10][CH2:11][CH2:12][C:13]([OH:15])=[O:14].[CH2:16](O)[C:17]1[CH:22]=[CH:21][CH:20]=[CH:19][CH:18]=1.C1(C)C=CC(S(O)(=O)=O)=CC=1. Product: [Br:1][CH2:2][CH2:3][CH2:4][CH2:5][CH2:6][CH2:7][CH2:8][CH2:9][CH2:10][CH2:11][CH2:12][C:13]([O:15][CH2:16][C:17]1[CH:22]=[CH:21][CH:20]=[CH:19][CH:18]=1)=[O:14]. The catalyst class is: 11. (3) Reactant: [NH2:1][C:2]1[CH:11]=[CH:10][C:9]2[C:8]3=[CH:12][CH:13]=[N:14][N:7]3[CH:6]=[CH:5][C:4]=2[C:3]=1[C:15]([O:17][CH3:18])=[O:16].[Br:19][C:20]1[CH:25]=[C:24]([F:26])[CH:23]=[CH:22][C:21]=1[S:27](Cl)(=[O:29])=[O:28]. Product: [Br:19][C:20]1[CH:25]=[C:24]([F:26])[CH:23]=[CH:22][C:21]=1[S:27]([NH:1][C:2]1[CH:11]=[CH:10][C:9]2[C:8]3=[CH:12][CH:13]=[N:14][N:7]3[CH:6]=[CH:5][C:4]=2[C:3]=1[C:15]([O:17][CH3:18])=[O:16])(=[O:29])=[O:28]. The catalyst class is: 298. (4) Reactant: [C:1]([N:8]1[CH2:12][CH2:11][CH2:10][CH2:9]1)([O:3][C:4]([CH3:7])([CH3:6])[CH3:5])=[O:2].C([Li])(CC)C.[CH:18](=[O:25])[C:19]1[CH:24]=[CH:23][CH:22]=[CH:21][CH:20]=1. Product: [C:1]([N:8]1[CH2:9][CH2:10][CH2:11][CH:12]1[CH:18]([OH:25])[C:19]1[CH:24]=[CH:23][CH:22]=[CH:21][CH:20]=1)([O:3][C:4]([CH3:7])([CH3:6])[CH3:5])=[O:2]. The catalyst class is: 27. (5) Reactant: Br[C:2]1[CH:3]=[CH:4][C:5]([F:33])=[C:6]([C@:8]23[CH2:16][O:15][C@H:14]([CH3:17])[C@H:13]2[CH2:12][S:11][C:10]([N:18]([C:26]([O:28][C:29]([CH3:32])([CH3:31])[CH3:30])=[O:27])[C:19]([O:21][C:22]([CH3:25])([CH3:24])[CH3:23])=[O:20])=[N:9]3)[CH:7]=1.[CH3:34][C:35]1([CH3:51])[C:39]([CH3:41])([CH3:40])[O:38][B:37]([B:37]2[O:38][C:39]([CH3:41])([CH3:40])[C:35]([CH3:51])([CH3:34])[O:36]2)[O:36]1.C([O-])(=O)C.[K+]. Product: [F:33][C:5]1[CH:4]=[CH:3][C:2]([B:37]2[O:38][C:39]([CH3:41])([CH3:40])[C:35]([CH3:51])([CH3:34])[O:36]2)=[CH:7][C:6]=1[C@:8]12[CH2:16][O:15][C@H:14]([CH3:17])[C@H:13]1[CH2:12][S:11][C:10]([N:18]([C:26]([O:28][C:29]([CH3:32])([CH3:31])[CH3:30])=[O:27])[C:19]([O:21][C:22]([CH3:25])([CH3:24])[CH3:23])=[O:20])=[N:9]2. The catalyst class is: 16. (6) Reactant: [F:1][C:2]([F:52])([F:51])[C:3]1[CH:4]=[C:5]([C@H:13]2[O:17][C:16](=[O:18])[N:15]([CH2:19][C:20]3[C:25]([C:26]4[CH:27]=[C:28]([C:34]5[CH:42]=[CH:41][C:37]([C:38](O)=[O:39])=[CH:36][C:35]=5[CH3:43])[CH:29]=[N:30][C:31]=4[O:32][CH3:33])=[CH:24][N:23]=[C:22]([N:44]4[CH2:49][CH2:48][O:47][CH2:46][CH2:45]4)[N:21]=3)[C@H:14]2[CH3:50])[CH:6]=[C:7]([C:9]([F:12])([F:11])[F:10])[CH:8]=1.C(Cl)CCl.C1C=CC2N(O)N=NC=2C=1.CCN(C(C)C)C(C)C.O.[NH2:77][C:78]1[NH:82][N:81]=[N:80][N:79]=1. Product: [F:51][C:2]([F:1])([F:52])[C:3]1[CH:4]=[C:5]([C@H:13]2[O:17][C:16](=[O:18])[N:15]([CH2:19][C:20]3[C:25]([C:26]4[CH:27]=[C:28]([C:34]5[CH:42]=[CH:41][C:37]([C:38]([NH:77][C:78]6[NH:82][N:81]=[N:80][N:79]=6)=[O:39])=[CH:36][C:35]=5[CH3:43])[CH:29]=[N:30][C:31]=4[O:32][CH3:33])=[CH:24][N:23]=[C:22]([N:44]4[CH2:49][CH2:48][O:47][CH2:46][CH2:45]4)[N:21]=3)[C@H:14]2[CH3:50])[CH:6]=[C:7]([C:9]([F:11])([F:12])[F:10])[CH:8]=1. The catalyst class is: 3.